From a dataset of Catalyst prediction with 721,799 reactions and 888 catalyst types from USPTO. Predict which catalyst facilitates the given reaction. (1) Reactant: [C:1](Cl)(=[O:8])[C:2]1[CH:7]=[CH:6][CH:5]=[CH:4][CH:3]=1.[CH3:10][C:11]1[N:15]([C:16]2[CH:21]=[CH:20][C:19]([C:22]([F:25])([F:24])[F:23])=[CH:18][N:17]=2)[N:14]=[CH:13][C:12]=1[C:26]([NH:28][C:29]1[CH:30]=[N:31][C:32]([C:36]2[CH2:37][CH2:38][NH:39][CH2:40][CH:41]=2)=[C:33]([CH3:35])[CH:34]=1)=[O:27].O. Product: [C:1]([N:39]1[CH2:40][CH:41]=[C:36]([C:32]2[N:31]=[CH:30][C:29]([NH:28][C:26]([C:12]3[CH:13]=[N:14][N:15]([C:16]4[CH:21]=[CH:20][C:19]([C:22]([F:25])([F:24])[F:23])=[CH:18][N:17]=4)[C:11]=3[CH3:10])=[O:27])=[CH:34][C:33]=2[CH3:35])[CH2:37][CH2:38]1)(=[O:8])[C:2]1[CH:7]=[CH:6][CH:5]=[CH:4][CH:3]=1. The catalyst class is: 17. (2) Reactant: [H-].[Al+3].[Li+].[H-].[H-].[H-].[CH2:7]([N:14]1[CH2:19][CH2:18][CH:17]([NH:20][C:21]2[CH:30]=[CH:29][C:24]([C:25](OC)=[O:26])=[CH:23][N:22]=2)[CH2:16][CH2:15]1)[C:8]1[CH:13]=[CH:12][CH:11]=[CH:10][CH:9]=1.O.[OH-].[Na+]. Product: [CH2:7]([N:14]1[CH2:19][CH2:18][CH:17]([NH:20][C:21]2[N:22]=[CH:23][C:24]([CH2:25][OH:26])=[CH:29][CH:30]=2)[CH2:16][CH2:15]1)[C:8]1[CH:9]=[CH:10][CH:11]=[CH:12][CH:13]=1. The catalyst class is: 1. (3) Product: [Cl:19][C:20]1[CH:21]=[C:22]([NH:27][C:2]2[C:11]3[C:6](=[CH:7][C:8]([O:15][CH3:16])=[C:9]([N+:12]([O-:14])=[O:13])[CH:10]=3)[N:5]=[CH:4][C:3]=2[C:17]#[N:18])[CH:23]=[CH:24][C:25]=1[F:26]. Reactant: Cl[C:2]1[C:11]2[C:6](=[CH:7][C:8]([O:15][CH3:16])=[C:9]([N+:12]([O-:14])=[O:13])[CH:10]=2)[N:5]=[CH:4][C:3]=1[C:17]#[N:18].[Cl:19][C:20]1[CH:21]=[C:22]([NH2:27])[CH:23]=[CH:24][C:25]=1[F:26]. The catalyst class is: 41. (4) Reactant: [O:1]([C:8]1[CH:13]=[CH:12][C:11]([CH2:14][OH:15])=[CH:10][C:9]=1[C:16]([F:19])([F:18])[F:17])[C:2]1[CH:7]=[CH:6][CH:5]=[CH:4][CH:3]=1.[C:20]([O:24][C:25](=[O:49])[CH2:26][CH2:27][N:28]([C:42]([O:44][C:45]([CH3:48])([CH3:47])[CH3:46])=[O:43])[CH2:29][C:30]([N:32]1[C:40]2[C:35](=[CH:36][C:37](O)=[CH:38][CH:39]=2)[CH2:34][CH2:33]1)=[O:31])([CH3:23])([CH3:22])[CH3:21].C1(P(C2C=CC=CC=2)C2C=CC=CC=2)C=CC=CC=1.CCOC(/N=N/C(OCC)=O)=O. Product: [C:20]([O:24][C:25](=[O:49])[CH2:26][CH2:27][N:28]([C:42]([O:44][C:45]([CH3:48])([CH3:47])[CH3:46])=[O:43])[CH2:29][C:30](=[O:31])[N:32]1[C:40]2[C:35](=[CH:36][C:37]([O:15][CH2:14][C:11]3[CH:12]=[CH:13][C:8]([O:1][C:2]4[CH:7]=[CH:6][CH:5]=[CH:4][CH:3]=4)=[C:9]([C:16]([F:17])([F:18])[F:19])[CH:10]=3)=[CH:38][CH:39]=2)[CH2:34][CH2:33]1)([CH3:23])([CH3:22])[CH3:21]. The catalyst class is: 1. (5) Reactant: [NH2:1][C@H:2]1[C@H:7]2[C@@H:3]1[O:4][C:5]1[CH:11]=[CH:10][C:9]([O:12][C:13]3[C:22]4[CH2:21][NH:20][C:19](=[O:23])[NH:18][C:17]=4[N:16]=[CH:15][CH:14]=3)=[CH:8][C:6]=12.[CH2:24]([N:26]1[CH2:31][CH2:30][N:29]([CH2:32][C:33]2[CH:41]=[CH:40][C:36]([C:37](O)=[O:38])=[CH:35][C:34]=2[C:42]([F:45])([F:44])[F:43])[CH2:28][CH2:27]1)[CH3:25].CN(C(ON1N=NC2C=CC=NC1=2)=[N+](C)C)C.F[P-](F)(F)(F)(F)F.CCN(C(C)C)C(C)C. Product: [CH2:24]([N:26]1[CH2:27][CH2:28][N:29]([CH2:32][C:33]2[CH:41]=[CH:40][C:36]([C:37]([NH:1][C@H:2]3[C@H:7]4[C@@H:3]3[O:4][C:5]3[CH:11]=[CH:10][C:9]([O:12][C:13]5[C:22]6[CH2:21][NH:20][C:19](=[O:23])[NH:18][C:17]=6[N:16]=[CH:15][CH:14]=5)=[CH:8][C:6]=34)=[O:38])=[CH:35][C:34]=2[C:42]([F:45])([F:43])[F:44])[CH2:30][CH2:31]1)[CH3:25]. The catalyst class is: 3. (6) Reactant: [CH2:1]([O:3][C:4](=[O:29])[CH2:5][CH2:6][CH2:7][O:8][C:9]1[CH:14]=[CH:13][CH:12]=[C:11]([CH2:15][CH2:16][CH2:17][CH2:18][CH2:19][CH2:20]Br)[C:10]=1[CH2:22][CH2:23][C:24]([O:26][CH2:27][CH3:28])=[O:25])[CH3:2].[Br:30][C:31]1[CH:32]=[C:33]([OH:38])[CH:34]=[C:35]([Br:37])[CH:36]=1.C(=O)([O-])[O-].[K+].[K+].CN(C)C=O. Product: [CH2:1]([O:3][C:4](=[O:29])[CH2:5][CH2:6][CH2:7][O:8][C:9]1[CH:14]=[CH:13][CH:12]=[C:11]([CH2:15][CH2:16][CH2:17][CH2:18][CH2:19][CH2:20][O:38][C:33]2[CH:32]=[C:31]([Br:30])[CH:36]=[C:35]([Br:37])[CH:34]=2)[C:10]=1[CH2:22][CH2:23][C:24]([O:26][CH2:27][CH3:28])=[O:25])[CH3:2]. The catalyst class is: 283. (7) Reactant: [F:1][C:2]1[CH:8]=[C:7]([I:9])[CH:6]=[CH:5][C:3]=1[NH2:4].C(=O)=O.CC(O)C.C[Si]([N-][Si](C)(C)C)(C)C.[Li+].F[C:28]1[CH:29]=[C:30]([CH:34]=[CH:35][N:36]=1)[C:31]([OH:33])=[O:32]. Product: [F:1][C:2]1[CH:8]=[C:7]([I:9])[CH:6]=[CH:5][C:3]=1[NH:4][C:34]1[CH:35]=[N:36][CH:28]=[CH:29][C:30]=1[C:31]([OH:33])=[O:32]. The catalyst class is: 1.